Predict the product of the given reaction. From a dataset of Forward reaction prediction with 1.9M reactions from USPTO patents (1976-2016). (1) Given the reactants [Cl:1][C:2]1[CH:7]=[CH:6][N:5]=[C:4]2[NH:8][C:9]([C:11]3[CH:16]=[CH:15][C:14]([CH2:17][N:18]4[CH2:23][CH2:22][N:21]([CH3:24])[CH2:20][CH2:19]4)=[CH:13][CH:12]=3)=[N:10][C:3]=12.[N:25]1[CH:30]=[CH:29][C:28](B(O)O)=[CH:27][CH:26]=1.C(=O)([O-])[O-].[Na+].[Na+], predict the reaction product. The product is: [ClH:1].[CH3:24][N:21]1[CH2:22][CH2:23][N:18]([CH2:17][C:14]2[CH:15]=[CH:16][C:11]([C:9]3[NH:8][C:4]4=[N:5][CH:6]=[CH:7][C:2]([C:28]5[CH:29]=[CH:30][N:25]=[CH:26][CH:27]=5)=[C:3]4[N:10]=3)=[CH:12][CH:13]=2)[CH2:19][CH2:20]1. (2) Given the reactants [CH3:1][O:2][C:3]1[CH:4]=[C:5](B(O)O)[CH:6]=[CH:7][CH:8]=1.Br[C:13]1[CH:14]=[CH:15][C:16]([CH3:38])=[C:17]([NH:19][C:20](=[O:37])[CH2:21][O:22][CH2:23][C:24]([NH:26][C:27]2[CH:35]=[CH:34][C:33]([Cl:36])=[CH:32][C:28]=2[C:29]([OH:31])=[O:30])=[O:25])[CH:18]=1, predict the reaction product. The product is: [Cl:36][C:33]1[CH:34]=[CH:35][C:27]([NH:26][C:24](=[O:25])[CH2:23][O:22][CH2:21][C:20]([NH:19][C:17]2[CH:18]=[C:13]([C:5]3[CH:6]=[CH:7][CH:8]=[C:3]([O:2][CH3:1])[CH:4]=3)[CH:14]=[CH:15][C:16]=2[CH3:38])=[O:37])=[C:28]([CH:32]=1)[C:29]([OH:31])=[O:30]. (3) Given the reactants [CH2:1]([O:8][C:9]([N:11]1[CH2:15][CH2:14][CH2:13][CH:12]1[CH2:16][C:17]([OH:19])=O)=[O:10])[C:2]1[CH:7]=[CH:6][CH:5]=[CH:4][CH:3]=1.CN(C=O)C.C(Cl)(=O)C([Cl:28])=O, predict the reaction product. The product is: [Cl:28][C:17](=[O:19])[CH2:16][CH:12]1[CH2:13][CH2:14][CH2:15][N:11]1[C:9]([O:8][CH2:1][C:2]1[CH:7]=[CH:6][CH:5]=[CH:4][CH:3]=1)=[O:10]. (4) The product is: [C:5]([O:9][C:10]([N:11]1[C@@H:12]([C:15]2[CH:20]=[CH:19][CH:18]=[C:17]([F:21])[CH:16]=2)[CH2:13][O:14][S:1]1(=[O:2])=[O:30])=[O:22])([CH3:8])([CH3:6])[CH3:7]. Given the reactants [S:1](Cl)(Cl)=[O:2].[C:5]([O:9][C:10](=[O:22])[NH:11][C@@H:12]([C:15]1[CH:20]=[CH:19][CH:18]=[C:17]([F:21])[CH:16]=1)[CH2:13][OH:14])([CH3:8])([CH3:7])[CH3:6].N1C=CC=CC=1.I([O-])(=O)(=O)=[O:30].[Na+], predict the reaction product. (5) Given the reactants [Br:1][C:2]1[CH:3]=[C:4]([CH2:27][CH:28]([F:33])[C:29]([O:31]C)=[O:30])[CH:5]=[C:6]([Br:26])[C:7]=1[O:8][C:9]1[CH:14]=[CH:13][C:12]([NH:15][C:16](=O)[CH2:17][S:18]([CH3:21])(=[O:20])=[O:19])=[C:11]([NH:23][CH2:24][CH3:25])[CH:10]=1, predict the reaction product. The product is: [Br:26][C:6]1[CH:5]=[C:4]([CH2:27][CH:28]([F:33])[C:29]([OH:31])=[O:30])[CH:3]=[C:2]([Br:1])[C:7]=1[O:8][C:9]1[CH:14]=[CH:13][C:12]2[N:15]=[C:16]([CH2:17][S:18]([CH3:21])(=[O:20])=[O:19])[N:23]([CH2:24][CH3:25])[C:11]=2[CH:10]=1. (6) Given the reactants [C:1]([O:5][C:6]([NH:8][C@H:9]1[CH2:14][C@@H:13]([CH3:15])[CH2:12][N:11]([C:16]2[CH:21]=[CH:20][N:19]=[CH:18][C:17]=2[NH:22][C:23]([C:25]2[C:34]([NH:35]C(=O)OCC3C=CC=CC=3)=[CH:33][C:32]3[C:27](=[CH:28][C:29]([C:46]4[CH2:47][CH2:48][O:49][CH2:50][CH:51]=4)=[CH:30][CH:31]=3)[N:26]=2)=[O:24])[CH2:10]1)=[O:7])([CH3:4])([CH3:3])[CH3:2].[H][H], predict the reaction product. The product is: [NH2:35][C:34]1[C:25]([C:23]([NH:22][C:17]2[CH:18]=[N:19][CH:20]=[CH:21][C:16]=2[N:11]2[CH2:12][C@H:13]([CH3:15])[CH2:14][C@H:9]([NH:8][C:6](=[O:7])[O:5][C:1]([CH3:4])([CH3:3])[CH3:2])[CH2:10]2)=[O:24])=[N:26][C:27]2[C:32]([CH:33]=1)=[CH:31][CH:30]=[C:29]([CH:46]1[CH2:51][CH2:50][O:49][CH2:48][CH2:47]1)[CH:28]=2. (7) Given the reactants Cl[CH2:2][CH2:3][O:4][CH2:5][CH2:6][O:7][CH2:8][CH2:9][OH:10].[N-:11]=[N+:12]=[N-:13].[Na+], predict the reaction product. The product is: [N:11]([CH2:2][CH2:3][O:4][CH2:5][CH2:6][O:7][CH2:8][CH2:9][OH:10])=[N+:12]=[N-:13].